From a dataset of Full USPTO retrosynthesis dataset with 1.9M reactions from patents (1976-2016). Predict the reactants needed to synthesize the given product. (1) Given the product [CH2:7]([C@H:4]1[NH:3][C:11](=[O:12])[CH2:10][O:6][CH2:5]1)[CH3:8], predict the reactants needed to synthesize it. The reactants are: [H-].[Na+].[NH2:3][C@H:4]([CH2:7][CH3:8])[CH2:5][OH:6].Cl[CH2:10][C:11](OCC)=[O:12].[Cl-].[NH4+]. (2) The reactants are: [Cl:1][C:2]1[CH:3]=[N+:4]([O-:45])[CH:5]=[C:6]([Cl:44])[C:7]=1[CH2:8][C@@H:9]([C:29]1[CH:34]=[CH:33][C:32]([O:35][CH:36]([F:38])[F:37])=[C:31]([O:39][CH2:40][CH:41]2[CH2:43][CH2:42]2)[CH:30]=1)[O:10][C:11]([CH:13]1[N:17]([C:18](=[O:28])[C:19]2[CH:24]=[CH:23][C:22]([N+:25]([O-])=O)=[CH:21][CH:20]=2)[CH2:16][CH2:15][S:14]1)=[O:12].O.O.[Sn](Cl)Cl. Given the product [NH2:25][C:22]1[CH:21]=[CH:20][C:19]([C:18]([N:17]2[CH2:16][CH2:15][S:14][CH:13]2[C:11]([O:10][C@H:9]([C:29]2[CH:34]=[CH:33][C:32]([O:35][CH:36]([F:37])[F:38])=[C:31]([O:39][CH2:40][CH:41]3[CH2:43][CH2:42]3)[CH:30]=2)[CH2:8][C:7]2[C:2]([Cl:1])=[CH:3][N+:4]([O-:45])=[CH:5][C:6]=2[Cl:44])=[O:12])=[O:28])=[CH:24][CH:23]=1, predict the reactants needed to synthesize it. (3) Given the product [CH3:1][N:2]1[CH2:7][CH2:6][CH2:5][CH2:4][C@@H:3]1[CH2:8][O:9][C:10]1[C:18]2[C:17]3[CH:19]=[C:20]([C:23]#[N:24])[N:21]=[CH:22][C:16]=3[NH:15][C:14]=2[N:13]=[CH:12][CH:11]=1, predict the reactants needed to synthesize it. The reactants are: [CH3:1][N:2]1[CH2:7][CH2:6][CH2:5][CH2:4][C@@H:3]1[CH2:8][O:9][C:10]1[C:18]2[C:17]3[CH:19]=[C:20]([C:23]#[N:24])[N:21]=[CH:22][C:16]=3[N:15](COCC[Si](C)(C)C)[C:14]=2[N:13]=[CH:12][CH:11]=1.Br.[OH-].[Na+].Cl.